From a dataset of Forward reaction prediction with 1.9M reactions from USPTO patents (1976-2016). Predict the product of the given reaction. (1) Given the reactants [CH2:1](I)[CH3:2].[CH3:4][O:5][C:6]1[CH:11]=[CH:10][C:9]([S:12]([NH:15][C:16]2[CH:21]=[CH:20][C:19]([O:22][CH3:23])=[CH:18][CH:17]=2)(=[O:14])=[O:13])=[CH:8][CH:7]=1, predict the reaction product. The product is: [CH2:1]([N:15]([C:16]1[CH:21]=[CH:20][C:19]([O:22][CH3:23])=[CH:18][CH:17]=1)[S:12]([C:9]1[CH:8]=[CH:7][C:6]([O:5][CH3:4])=[CH:11][CH:10]=1)(=[O:14])=[O:13])[CH3:2]. (2) The product is: [BrH:2].[Br:2][C:3]1[CH:28]=[CH:27][C:6]([CH2:7][CH:8]2[CH2:13][CH2:12][N:11]([CH2:14][CH2:15][C:16]3[CH:17]=[C:18]4[C:23](=[CH:24][CH:25]=3)[O:22][CH2:21][CH2:20][C:19]4=[O:26])[CH2:10][CH2:9]2)=[CH:5][C:4]=1[O:29][CH2:30][CH2:31][O:32][CH3:33]. Given the reactants Br.[Br:2][C:3]1[CH:28]=[CH:27][C:6]([CH2:7][CH:8]2[CH2:13][CH2:12][N:11]([CH2:14][CH2:15][C:16]3[CH:17]=[C:18]4[C:23](=[CH:24][CH:25]=3)[O:22][CH2:21][CH2:20][C:19]4=[O:26])[CH2:10][CH2:9]2)=[CH:5][C:4]=1[O:29][CH2:30][CH2:31][O:32][CH3:33], predict the reaction product. (3) Given the reactants [Cl:1][C:2]1[CH:3]=[C:4]([N:9]2[C:13]([C:14]3[CH:15]=[N:16][CH:17]=[C:18]([O:20][CH:21]([F:23])[F:22])[CH:19]=3)=[CH:12][C:11]([C:24](O)=[O:25])=[N:10]2)[CH:5]=[CH:6][C:7]=1[F:8].ClC1C=C(C2N(C3C=CC=CN=3)N=C(C([N:48]3[CH2:52][C:51](=[O:53])[NH:50][CH2:49]3)=O)C=2)C=C(F)C=1.Cl.N1C=CNC1=O, predict the reaction product. The product is: [Cl:1][C:2]1[CH:3]=[C:4]([N:9]2[C:13]([C:14]3[CH:15]=[N:16][CH:17]=[C:18]([O:20][CH:21]([F:22])[F:23])[CH:19]=3)=[CH:12][C:11]([C:24]([N:48]3[CH2:52][C:51](=[O:53])[NH:50][CH2:49]3)=[O:25])=[N:10]2)[CH:5]=[CH:6][C:7]=1[F:8].